Predict the reaction yield, written as a fraction of the theoretical maximum amount of product (1.0 means a 100% yield; for example, 0.34 means a 34% yield). From a dataset of Reaction yield outcomes from USPTO patents with 853,638 reactions. The reactants are [OH:1][C:2]1[CH:3]=[C:4]([CH2:8][C:9]([O:11][CH3:12])=[O:10])[CH:5]=[CH:6][CH:7]=1.[Br:13][CH2:14][CH2:15][CH2:16]O.C1(P(C2C=CC=CC=2)C2C=CC=CC=2)C=CC=CC=1.CC(OC(/N=N/C(OC(C)C)=O)=O)C. The catalyst is C1(C)C=CC=CC=1.CCCCCC. The product is [Br:13][CH2:14][CH2:15][CH2:16][O:1][C:2]1[CH:3]=[C:4]([CH2:8][C:9]([O:11][CH3:12])=[O:10])[CH:5]=[CH:6][CH:7]=1. The yield is 0.810.